From a dataset of Full USPTO retrosynthesis dataset with 1.9M reactions from patents (1976-2016). Predict the reactants needed to synthesize the given product. (1) Given the product [CH2:21]([O:20][C:18]([N:13]1[CH2:12][CH2:11][C:10]2[C:9]3[NH:23][C:6]([C:4]([OH:5])=[O:3])=[CH:7][C:8]=3[S:17][C:16]=2[CH2:15][CH2:14]1)=[O:19])[CH3:22], predict the reactants needed to synthesize it. The reactants are: C([O:3][C:4]([C:6]1[NH:23][C:9]2[C:10]3[CH2:11][CH2:12][N:13]([C:18]([O:20][CH2:21][CH3:22])=[O:19])[CH2:14][CH2:15][C:16]=3[S:17][C:8]=2[CH:7]=1)=[O:5])C.[OH-].[K+]. (2) Given the product [NH2:33][C:34]1[N:39]=[CH:38][C:37]([C:2]2[CH:7]=[C:6]([C:8]3[CH:13]=[CH:12][C:11]([N:14]4[CH2:19][CH2:18][N:17]([C:20]([O:22][C:23]([CH3:26])([CH3:25])[CH3:24])=[O:21])[CH2:16][CH2:15]4)=[CH:10][CH:9]=3)[CH:5]=[C:4]([N:27]3[CH2:32][CH2:31][O:30][CH2:29][CH2:28]3)[N:3]=2)=[CH:36][N:35]=1, predict the reactants needed to synthesize it. The reactants are: Cl[C:2]1[CH:7]=[C:6]([C:8]2[CH:13]=[CH:12][C:11]([N:14]3[CH2:19][CH2:18][N:17]([C:20]([O:22][C:23]([CH3:26])([CH3:25])[CH3:24])=[O:21])[CH2:16][CH2:15]3)=[CH:10][CH:9]=2)[CH:5]=[C:4]([N:27]2[CH2:32][CH2:31][O:30][CH2:29][CH2:28]2)[N:3]=1.[NH2:33][C:34]1[N:39]=[CH:38][C:37](B(O)O)=[CH:36][N:35]=1. (3) Given the product [C:1]([O:5][C:6]([N:8]1[CH2:13][CH:12]2[CH2:14][CH2:15][C:9]1([CH2:16][OH:25])[CH2:10][CH2:11]2)=[O:7])([CH3:4])([CH3:3])[CH3:2], predict the reactants needed to synthesize it. The reactants are: [C:1]([O:5][C:6]([N:8]1[CH2:13][CH:12]2[CH2:14][CH2:15][C:9]1([CH:16](N)C1C=CC=CC=1)[CH2:10][CH2:11]2)=[O:7])([CH3:4])([CH3:3])[CH3:2].C[O:25]C(C1CCC(=O)CC1)=O.C(OC(C12CCC(CC1)C(=O)N2)=O)C.[H-].[Al+3].[Li+].[H-].[H-].[H-].C(OC(OC(OC(C)(C)C)=O)=O)(C)(C)C. (4) Given the product [C:39]([NH:1][C:2]1[CH:3]=[C:4]([CH:8]2[N:13]3[N:14]=[C:15]([C:20]4[CH:25]=[CH:24][C:23]([O:26][C:27]5[CH:28]=[CH:29][CH:30]=[CH:31][CH:32]=5)=[CH:22][CH:21]=4)[C:16]([C:17]([NH2:19])=[O:18])=[C:12]3[NH:11][CH2:10][CH2:9]2)[CH:5]=[CH:6][CH:7]=1)(=[O:42])[CH:40]=[CH2:41], predict the reactants needed to synthesize it. The reactants are: [NH2:1][C:2]1[CH:3]=[C:4]([CH:8]2[N:13]3[N:14]=[C:15]([C:20]4[CH:25]=[CH:24][C:23]([O:26][C:27]5[CH:32]=[CH:31][CH:30]=[CH:29][CH:28]=5)=[CH:22][CH:21]=4)[C:16]([C:17]([NH2:19])=[O:18])=[C:12]3[NH:11][CH2:10][CH2:9]2)[CH:5]=[CH:6][CH:7]=1.N1C=CC=CC=1.[C:39](Cl)(=[O:42])[CH:40]=[CH2:41]. (5) Given the product [NH2:8][C@H:9]1[CH2:14][CH2:13][CH2:12][CH2:11][C@H:10]1[NH:15][C:16]1[N:21]=[C:20]([C:22]2[S:26][N:25]=[C:24]([CH2:27][CH3:28])[CH:23]=2)[C:19]2[C:29](=[O:39])[NH:30][CH2:31][C:18]=2[C:17]=1[F:40], predict the reactants needed to synthesize it. The reactants are: C(OC([NH:8][C@H:9]1[CH2:14][CH2:13][CH2:12][CH2:11][C@H:10]1[NH:15][C:16]1[N:21]=[C:20]([C:22]2[S:26][N:25]=[C:24]([CH2:27][CH3:28])[CH:23]=2)[C:19]2[C:29](=[O:39])[N:30](C(OC(C)(C)C)=O)[CH2:31][C:18]=2[C:17]=1[F:40])=O)(C)(C)C.Cl.O1CCOCC1.CCO. (6) The reactants are: C(O)(C(F)(F)F)=O.C(OC([NH:15][C:16]1[C:17]([Cl:38])=[C:18]([CH:33]=[C:34]([C:36]#[N:37])[CH:35]=1)[CH2:19][N:20]1[CH2:25][CH2:24][N:23](C(OC(C)(C)C)=O)[CH2:22][CH2:21]1)=O)(C)(C)C. Given the product [NH2:15][C:16]1[CH:35]=[C:34]([CH:33]=[C:18]([CH2:19][N:20]2[CH2:21][CH2:22][NH:23][CH2:24][CH2:25]2)[C:17]=1[Cl:38])[C:36]#[N:37], predict the reactants needed to synthesize it. (7) Given the product [F:1][C:2]1[N:7]=[C:6]([C:8]#[N:9])[C:5](=[O:10])[NH:4][CH:3]=1, predict the reactants needed to synthesize it. The reactants are: [F:1][C:2]1[N:7]=[C:6]([C:8]#[N:9])[C:5]([O:10]C2C=CC(O)=CC=2)=[N:4][CH:3]=1.[N+]([O-])([O-])=O.[Ce+3].[NH4+].[NH4+].[N+]([O-])([O-])=O.[N+]([O-])([O-])=O.[N+]([O-])([O-])=O.[N+]([O-])([O-])=O.C(OCC)(=O)C.S([O-])([O-])(=O)=S.[Na+].[Na+]. (8) Given the product [CH:6]([OH:7])=[O:5].[NH2:8][CH2:9][CH2:10][C:11]1[N:15]=[C:14]([C:16]([O:18][CH2:19][CH3:20])=[O:17])[NH:13][N:12]=1, predict the reactants needed to synthesize it. The reactants are: C([O:5][C:6]([NH:8][CH2:9][CH2:10][C:11]1[N:15]=[C:14]([C:16]([O:18][CH2:19][CH3:20])=[O:17])[NH:13][N:12]=1)=[O:7])(C)(C)C.C(O)=O. (9) The reactants are: [C:1]([O:5][C:6]([N:8]1[CH2:13][CH2:12][N:11]([C:14]2[CH:23]=[CH:22][CH:21]=[C:20]3[C:15]=2[CH2:16][CH2:17][CH2:18][NH:19]3)[CH2:10][CH2:9]1)=[O:7])([CH3:4])([CH3:3])[CH3:2].[H-].[Na+].I[CH3:27].O. Given the product [C:1]([O:5][C:6]([N:8]1[CH2:13][CH2:12][N:11]([C:14]2[CH:23]=[CH:22][CH:21]=[C:20]3[C:15]=2[CH2:16][CH2:17][CH2:18][N:19]3[CH3:27])[CH2:10][CH2:9]1)=[O:7])([CH3:4])([CH3:2])[CH3:3], predict the reactants needed to synthesize it.